This data is from Peptide-MHC class I binding affinity with 185,985 pairs from IEDB/IMGT. The task is: Regression. Given a peptide amino acid sequence and an MHC pseudo amino acid sequence, predict their binding affinity value. This is MHC class I binding data. (1) The peptide sequence is EVMPVSMAK. The MHC is HLA-B45:06 with pseudo-sequence HLA-B45:06. The binding affinity (normalized) is 0.213. (2) The peptide sequence is RSLRMAKQNSR. The MHC is Mamu-A01 with pseudo-sequence Mamu-A01. The binding affinity (normalized) is 0. (3) The peptide sequence is QGKQHLHSL. The MHC is HLA-A26:02 with pseudo-sequence HLA-A26:02. The binding affinity (normalized) is 0.0847. (4) The peptide sequence is SDRLPSSRKK. The MHC is H-2-Kd with pseudo-sequence H-2-Kd. The binding affinity (normalized) is 0.252. (5) The peptide sequence is SLYSILSPFL. The MHC is HLA-A02:06 with pseudo-sequence HLA-A02:06. The binding affinity (normalized) is 0.600. (6) The peptide sequence is FMIDWILDA. The MHC is HLA-B07:02 with pseudo-sequence HLA-B07:02. The binding affinity (normalized) is 0.0847. (7) The MHC is HLA-A24:02 with pseudo-sequence HLA-A24:02. The peptide sequence is MWRPTRCWAI. The binding affinity (normalized) is 0.307. (8) The MHC is Mamu-B6601 with pseudo-sequence Mamu-B6601. The peptide sequence is AGYITDRGK. The binding affinity (normalized) is 0.995. (9) The peptide sequence is RTDPVIDNI. The MHC is HLA-A24:03 with pseudo-sequence HLA-A24:03. The binding affinity (normalized) is 0.268. (10) The peptide sequence is GSLLTCAKFK. The MHC is HLA-A30:01 with pseudo-sequence HLA-A30:01. The binding affinity (normalized) is 0.439.